The task is: Predict the product of the given reaction.. This data is from Forward reaction prediction with 1.9M reactions from USPTO patents (1976-2016). Given the reactants [C:1]([O:5][C:6](=[O:20])[NH:7][CH2:8][CH2:9][O:10][C:11]1[CH:16]=[CH:15][C:14]([Cl:17])=[CH:13][C:12]=1[CH:18]=O)([CH3:4])([CH3:3])[CH3:2].[Cl:21][C:22]1[CH:30]=[C:29]2[C:25]([CH2:26][C:27](=[O:31])[NH:28]2)=[CH:24][CH:23]=1.N1CCCC1, predict the reaction product. The product is: [C:1]([O:5][C:6](=[O:20])[NH:7][CH2:8][CH2:9][O:10][C:11]1[CH:16]=[CH:15][C:14]([Cl:17])=[CH:13][C:12]=1/[CH:18]=[C:26]1\[C:27](=[O:31])[NH:28][C:29]2[C:25]\1=[CH:24][CH:23]=[C:22]([Cl:21])[CH:30]=2)([CH3:4])([CH3:3])[CH3:2].